The task is: Predict the product of the given reaction.. This data is from Forward reaction prediction with 1.9M reactions from USPTO patents (1976-2016). (1) Given the reactants [F:1][C:2]([F:18])([F:17])[C:3]1[CH:8]=[CH:7][C:6]([C:9]2[CH:14]=[CH:13][C:12]([CH:15]=[CH2:16])=[CH:11][CH:10]=2)=[CH:5][CH:4]=1.[CH3:19][O:20][C:21](=[O:32])[CH2:22][O:23][C:24]1[CH:29]=[CH:28][C:27](Br)=[CH:26][C:25]=1[CH3:31].C([O-])(=O)C.[Na+].CN(C)CC(O)=O, predict the reaction product. The product is: [CH3:19][O:20][C:21](=[O:32])[CH2:22][O:23][C:24]1[CH:29]=[CH:28][C:27]([CH:16]=[CH:15][C:12]2[CH:13]=[CH:14][C:9]([C:6]3[CH:5]=[CH:4][C:3]([C:2]([F:17])([F:18])[F:1])=[CH:8][CH:7]=3)=[CH:10][CH:11]=2)=[CH:26][C:25]=1[CH3:31]. (2) Given the reactants C[O:2][C:3](=[O:47])[CH2:4][C:5]1[CH:42]=[C:41]([C:43]([F:46])([F:45])[F:44])[CH:40]=[CH:39][C:6]=1[CH2:7][CH2:8][C:9]1[C:14]([C:15]([F:18])([F:17])[F:16])=[CH:13][N:12]=[C:11]([NH:19][C:20]2[CH:25]=[CH:24][C:23]([CH:26]3[CH2:31][CH2:30][N:29]([C:32]([O:34][C:35]([CH3:38])([CH3:37])[CH3:36])=[O:33])[CH2:28][CH2:27]3)=[CH:22][CH:21]=2)[N:10]=1.O[Li].O.O.C1COCC1, predict the reaction product. The product is: [C:35]([O:34][C:32]([N:29]1[CH2:28][CH2:27][CH:26]([C:23]2[CH:22]=[CH:21][C:20]([NH:19][C:11]3[N:10]=[C:9]([CH2:8][CH2:7][C:6]4[CH:39]=[CH:40][C:41]([C:43]([F:44])([F:46])[F:45])=[CH:42][C:5]=4[CH2:4][C:3]([OH:47])=[O:2])[C:14]([C:15]([F:16])([F:18])[F:17])=[CH:13][N:12]=3)=[CH:25][CH:24]=2)[CH2:31][CH2:30]1)=[O:33])([CH3:38])([CH3:36])[CH3:37]. (3) The product is: [NH2:14][C:13]1[N:12]=[CH:11][N:10]=[C:9]2[N:5]([CH:3]3[CH2:2][N:1]([C:35](=[O:36])[CH2:34][CH2:33][C:31]4[N:30]=[CH:29][NH:28][CH:32]=4)[CH2:4]3)[N:6]=[C:7]([C:15]3[CH:16]=[CH:17][C:18]([O:21][C:22]4[CH:27]=[CH:26][CH:25]=[CH:24][CH:23]=4)=[CH:19][CH:20]=3)[C:8]=12. Given the reactants [NH:1]1[CH2:4][CH:3]([N:5]2[C:9]3=[N:10][CH:11]=[N:12][C:13]([NH2:14])=[C:8]3[C:7]([C:15]3[CH:20]=[CH:19][C:18]([O:21][C:22]4[CH:27]=[CH:26][CH:25]=[CH:24][CH:23]=4)=[CH:17][CH:16]=3)=[N:6]2)[CH2:2]1.[NH:28]1[CH:32]=[C:31]([CH2:33][CH2:34][C:35](O)=[O:36])[N:30]=[CH:29]1.Cl.CN(C)CCCN=C=NCC.C(N(CC)C(C)C)(C)C.ON1C2N=CC=CC=2N=N1, predict the reaction product. (4) Given the reactants Br[C:2]1[S:6][C:5]([NH:7][C:8](=[O:22])[N:9]([CH:17]2[CH2:21][CH2:20][CH2:19][CH2:18]2)[CH:10]2[CH2:15][CH2:14][CH:13]([CH3:16])[CH2:12][CH2:11]2)=[N:4][CH:3]=1.[CH2:23]([O:25][C:26]([C:28]1[N:29]=[C:30]([SH:33])[NH:31][CH:32]=1)=[O:27])[CH3:24], predict the reaction product. The product is: [CH2:23]([O:25][C:26]([C:28]1[N:29]=[C:30]([S:33][C:2]2[S:6][C:5]([NH:7][C:8]([N:9]([CH:17]3[CH2:21][CH2:20][CH2:19][CH2:18]3)[CH:10]3[CH2:15][CH2:14][CH:13]([CH3:16])[CH2:12][CH2:11]3)=[O:22])=[N:4][CH:3]=2)[NH:31][CH:32]=1)=[O:27])[CH3:24]. (5) Given the reactants [C:1]12[C:7](=[CH:8][CH:9]=[CH:10][CH:11]=1)[NH:6]C(=O)[O:4][C:2]2=O.[Cl:13][C:14]1[CH:19]=[CH:18][C:17]([CH:20]([NH2:22])[CH3:21])=[CH:16][CH:15]=1.C(N(C(C)C)CC)(C)C, predict the reaction product. The product is: [NH2:6][C:7]1[CH:8]=[CH:9][CH:10]=[CH:11][C:1]=1[C:2]([NH:22][CH:20]([C:17]1[CH:18]=[CH:19][C:14]([Cl:13])=[CH:15][CH:16]=1)[CH3:21])=[O:4]. (6) The product is: [Cl:1][C:2]1[C:3]([C:17]([OH:19])=[O:18])=[CH:4][CH:5]=[C:6]2[C:10]=1[NH:9][CH:8]=[C:7]2[CH:11]1[CH2:16][CH2:15][CH2:14][CH2:13][CH2:12]1. Given the reactants [Cl:1][C:2]1[C:3]([C:17]([OH:19])=[O:18])=[CH:4][CH:5]=[C:6]2[C:10]=1[NH:9][CH:8]=[C:7]2[C:11]1[CH2:16][CH2:15][CH2:14][CH2:13][CH:12]=1.C1COCC1.[H][H], predict the reaction product. (7) Given the reactants Br[C:2]1[CH:3]=[C:4]2[C:9](=[CH:10][CH:11]=1)[CH2:8][CH:7]([NH:12][C:13](=[O:22])[O:14][CH2:15][C:16]1[CH:21]=[CH:20][CH:19]=[CH:18][CH:17]=1)[CH2:6][CH2:5]2.[B:23]1([B:23]2[O:27][C:26]([CH3:29])([CH3:28])[C:25]([CH3:31])([CH3:30])[O:24]2)[O:27][C:26]([CH3:29])([CH3:28])[C:25]([CH3:31])([CH3:30])[O:24]1.C([O-])(=O)C.[K+], predict the reaction product. The product is: [CH3:30][C:25]1([CH3:31])[C:26]([CH3:29])([CH3:28])[O:27][B:23]([C:2]2[CH:3]=[C:4]3[C:9](=[CH:10][CH:11]=2)[CH2:8][CH:7]([NH:12][C:13](=[O:22])[O:14][CH2:15][C:16]2[CH:21]=[CH:20][CH:19]=[CH:18][CH:17]=2)[CH2:6][CH2:5]3)[O:24]1. (8) Given the reactants Br[C:2]1[CH:3]=[CH:4][C:5]([F:23])=[C:6]2[C:11]=1[CH2:10][N:9]([C:12]([C@@H:14]1[CH2:16][C@H:15]1[C:17]1[CH:22]=[CH:21][CH:20]=[CH:19][CH:18]=1)=[O:13])[CH2:8][CH2:7]2.[OH:24][C:25]1[CH:26]=[CH:27][C:28]([O:34][CH3:35])=[C:29](B(O)O)[CH:30]=1.C(=O)([O-])[O-].[Na+].[Na+], predict the reaction product. The product is: [F:23][C:5]1[CH:4]=[CH:3][C:2]([C:29]2[CH:30]=[C:25]([OH:24])[CH:26]=[CH:27][C:28]=2[O:34][CH3:35])=[C:11]2[C:6]=1[CH2:7][CH2:8][N:9]([C:12]([C@@H:14]1[CH2:16][C@H:15]1[C:17]1[CH:22]=[CH:21][CH:20]=[CH:19][CH:18]=1)=[O:13])[CH2:10]2. (9) Given the reactants [CH3:1][O:2][C:3]1[CH:12]=[C:11]2[C:6]([CH:7]=[CH:8][C:9](=[O:36])[N:10]2[CH2:13][CH2:14][CH2:15][C:16]2([C:31]([O:33]CC)=[O:32])[CH2:21][CH2:20][N:19]([CH2:22][CH2:23][CH2:24][C:25]3[CH:30]=[CH:29][CH:28]=[CH:27][CH:26]=3)[CH2:18][CH2:17]2)=[CH:5][CH:4]=1.[OH-].[Na+], predict the reaction product. The product is: [CH3:1][O:2][C:3]1[CH:12]=[C:11]2[C:6]([CH:7]=[CH:8][C:9](=[O:36])[N:10]2[CH2:13][CH2:14][CH2:15][C:16]2([C:31]([OH:33])=[O:32])[CH2:17][CH2:18][N:19]([CH2:22][CH2:23][CH2:24][C:25]3[CH:30]=[CH:29][CH:28]=[CH:27][CH:26]=3)[CH2:20][CH2:21]2)=[CH:5][CH:4]=1.